This data is from Catalyst prediction with 721,799 reactions and 888 catalyst types from USPTO. The task is: Predict which catalyst facilitates the given reaction. Reactant: [BH4-].[Na+].[O:3]=[C:4]1[CH2:13][CH2:12][CH2:11][C:10]2[CH:9]=[C:8]([O:14][C:15]3[CH:23]=[CH:22][C:18]([C:19]([NH2:21])=[O:20])=[CH:17][N:16]=3)[CH:7]=[CH:6][C:5]1=2. Product: [OH:3][CH:4]1[CH2:13][CH2:12][CH2:11][C:10]2[CH:9]=[C:8]([O:14][C:15]3[CH:23]=[CH:22][C:18]([C:19]([NH2:21])=[O:20])=[CH:17][N:16]=3)[CH:7]=[CH:6][C:5]1=2. The catalyst class is: 5.